From a dataset of CYP3A4 inhibition data for predicting drug metabolism from PubChem BioAssay. Regression/Classification. Given a drug SMILES string, predict its absorption, distribution, metabolism, or excretion properties. Task type varies by dataset: regression for continuous measurements (e.g., permeability, clearance, half-life) or binary classification for categorical outcomes (e.g., BBB penetration, CYP inhibition). Dataset: cyp3a4_veith. (1) The molecule is CN(C(=O)Cn1nnc(-c2cccc(C(F)(F)F)c2)n1)C1CCCCC1. The result is 0 (non-inhibitor). (2) The drug is COc1cccc(Cn2c(=O)cnc3cnc(Oc4ccccc4)nc32)c1. The result is 1 (inhibitor).